Dataset: Catalyst prediction with 721,799 reactions and 888 catalyst types from USPTO. Task: Predict which catalyst facilitates the given reaction. (1) Reactant: C([O:3][C:4](=[O:20])[C:5](=[O:19])[CH2:6][C:7]([C:10]1[C:18]2[O:17][CH2:16][O:15][C:14]=2[CH:13]=[CH:12][CH:11]=1)([CH3:9])[CH3:8])C.[OH-].[Na+]. Product: [O:15]1[C:14]2[CH:13]=[CH:12][CH:11]=[C:10]([C:7]([CH3:9])([CH3:8])[CH2:6][C:5](=[O:19])[C:4]([OH:20])=[O:3])[C:18]=2[O:17][CH2:16]1. The catalyst class is: 5. (2) Reactant: Br[C:2]1[CH:7]=[CH:6][C:5]([F:8])=[CH:4][N:3]=1.[C:9]([O:16][CH3:17])(=[O:15])[CH2:10][C:11]([O:13][CH3:14])=[O:12].C([O-])([O-])=O.[Cs+].[Cs+]. Product: [F:8][C:5]1[CH:6]=[CH:7][C:2]([CH:10]([C:9]([O:16][CH3:17])=[O:15])[C:11]([O:13][CH3:14])=[O:12])=[N:3][CH:4]=1. The catalyst class is: 122. (3) Reactant: [C:1]1([CH:7]([C:18]2[CH:23]=[CH:22][CH:21]=[CH:20][CH:19]=2)[O:8][CH2:9][C:10]2[O:14][N:13]=[C:12]([C:15](O)=[O:16])[CH:11]=2)[CH:6]=[CH:5][CH:4]=[CH:3][CH:2]=1.Cl.[O:25]1[CH2:29][CH2:28][CH:27]([CH2:30][NH2:31])[CH2:26]1.C(N(CC)CC)C.ON1C2C=CC=CC=2N=N1.Cl.C(N=C=NCCCN(C)C)C. Product: [O:25]1[CH2:29][CH2:28][CH:27]([CH2:30][NH:31][C:15]([C:12]2[CH:11]=[C:10]([CH2:9][O:8][CH:7]([C:18]3[CH:23]=[CH:22][CH:21]=[CH:20][CH:19]=3)[C:1]3[CH:2]=[CH:3][CH:4]=[CH:5][CH:6]=3)[O:14][N:13]=2)=[O:16])[CH2:26]1. The catalyst class is: 22. (4) Reactant: [NH2:1][C:2]1[C:3]2[C:11]([CH3:12])=[C:10]([CH3:13])[S:9][C:4]=2[NH:5][C:6](=[O:8])[N:7]=1.[ClH:14]. Product: [ClH:14].[NH2:1][C:2]1[C:3]2[C:11]([CH3:12])=[C:10]([CH3:13])[S:9][C:4]=2[NH:5][C:6](=[O:8])[N:7]=1. The catalyst class is: 97. (5) Reactant: C(OC(=O)[NH:7][CH:8]([CH2:27][C:28]1[CH:33]=[CH:32][C:31]([Cl:34])=[CH:30][C:29]=1[CH3:35])[C:9](=[O:26])[N:10]1[CH2:15][CH2:14][N:13]([C:16]2[C:25]3[C:20](=[CH:21][CH:22]=[CH:23][CH:24]=3)[N:19]=[CH:18][N:17]=2)[CH2:12][CH2:11]1)(C)(C)C.C(O)(C(F)(F)F)=O. Product: [ClH:34].[ClH:34].[NH2:7][CH:8]([CH2:27][C:28]1[CH:33]=[CH:32][C:31]([Cl:34])=[CH:30][C:29]=1[CH3:35])[C:9]([N:10]1[CH2:15][CH2:14][N:13]([C:16]2[C:25]3[C:20](=[CH:21][CH:22]=[CH:23][CH:24]=3)[N:19]=[CH:18][N:17]=2)[CH2:12][CH2:11]1)=[O:26]. The catalyst class is: 2. (6) Reactant: [F:1][C:2]([F:16])([O:6][C:7]1[CH:11]=[C:10]([C:12](OC)=[O:13])[O:9][N:8]=1)[CH:3]([F:5])[F:4].[BH4-].[Na+].Cl. Product: [F:16][C:2]([F:1])([O:6][C:7]1[CH:11]=[C:10]([CH2:12][OH:13])[O:9][N:8]=1)[CH:3]([F:4])[F:5]. The catalyst class is: 5. (7) Reactant: C([O:3][CH:4](OCC)[CH2:5][NH:6][C:7]([C:9]1[CH:13]=[C:12]([C:14]2[CH:19]=[C:18]([O:20][C:21]3[CH:26]=[CH:25][C:24]([NH:27][C:28]([NH:30][C:31]4[CH:36]=[C:35]([CH3:37])[CH:34]=[CH:33][C:32]=4[F:38])=[O:29])=[CH:23][CH:22]=3)[CH:17]=[CH:16][N:15]=2)[NH:11][CH:10]=1)=[O:8])C.Cl.O.C([O-])(O)=O.[Na+]. Product: [F:38][C:32]1[CH:33]=[CH:34][C:35]([CH3:37])=[CH:36][C:31]=1[NH:30][C:28]([NH:27][C:24]1[CH:23]=[CH:22][C:21]([O:20][C:18]2[CH:17]=[CH:16][N:15]=[C:14]([C:12]3[NH:11][CH:10]=[C:9]([C:7]([NH:6][CH2:5][CH:4]=[O:3])=[O:8])[CH:13]=3)[CH:19]=2)=[CH:26][CH:25]=1)=[O:29]. The catalyst class is: 1. (8) Reactant: [F:1][C:2]([F:29])([F:28])[C:3]([N:5]([CH2:15][C@H:16]1[CH2:20][CH2:19][N:18](C(OC(C)(C)C)=O)[CH2:17]1)[C@@H:6]1[CH2:8][C@H:7]1[C:9]1[CH:14]=[CH:13][CH:12]=[CH:11][CH:10]=1)=[O:4].C(O)(C(F)(F)F)=O. Product: [F:29][C:2]([F:1])([F:28])[C:3]([N:5]([C@@H:6]1[CH2:8][C@H:7]1[C:9]1[CH:14]=[CH:13][CH:12]=[CH:11][CH:10]=1)[CH2:15][C@H:16]1[CH2:20][CH2:19][NH:18][CH2:17]1)=[O:4]. The catalyst class is: 4. (9) Reactant: [Cl:1][C:2]1[CH:7]=[CH:6][C:5]([C@H:8]([C@@H:12]([CH3:17])[C:13]([F:16])([F:15])[F:14])[C:9]([OH:11])=O)=[CH:4][CH:3]=1.ClC(N(C)C)=C(C)C.N1C=CC=CC=1.[NH2:32][C:33]1[CH:34]=[C:35]([CH:47]=[CH:48][C:49]=1[Cl:50])[CH2:36][C:37]1([C:40]([O:42][C:43]([CH3:46])([CH3:45])[CH3:44])=[O:41])[CH2:39][CH2:38]1. Product: [Cl:50][C:49]1[CH:48]=[CH:47][C:35]([CH2:36][C:37]2([C:40]([O:42][C:43]([CH3:44])([CH3:45])[CH3:46])=[O:41])[CH2:39][CH2:38]2)=[CH:34][C:33]=1[NH:32][C:9](=[O:11])[C@H:8]([C:5]1[CH:4]=[CH:3][C:2]([Cl:1])=[CH:7][CH:6]=1)[C@@H:12]([CH3:17])[C:13]([F:16])([F:15])[F:14]. The catalyst class is: 4.